Task: Predict the product of the given reaction.. Dataset: Forward reaction prediction with 1.9M reactions from USPTO patents (1976-2016) (1) The product is: [F:27][C:19]1[CH:20]=[C:21]([N+:24]([O-:26])=[O:25])[CH:22]=[CH:23][C:18]=1[O:7][C:4]1[C:3]2[N:2]([CH:10]=[CH:9][CH:8]=2)[N:1]=[CH:6][CH:5]=1. Given the reactants [N:1]1[N:2]2[CH:10]=[CH:9][CH:8]=[C:3]2[C:4]([OH:7])=[CH:5][CH:6]=1.C(=O)([O-])[O-].[Cs+].[Cs+].F[C:18]1[CH:23]=[CH:22][C:21]([N+:24]([O-:26])=[O:25])=[CH:20][C:19]=1[F:27].Cl, predict the reaction product. (2) Given the reactants [CH3:1][O:2][C:3]1[CH:4]=[CH:5][C:6]2[NH:12][C:11](=[O:13])[N:10]([CH:14]3[CH2:19][CH2:18][NH:17][CH2:16][CH2:15]3)[CH2:9][CH2:8][C:7]=2[CH:20]=1.[CH2:21]([O:28][C:29]1[CH:34]=[C:33]([C:35]([C:37]2[CH:47]=[C:46]([CH3:48])[C:40]3[N:41]([CH3:45])[C:42](=[O:44])[O:43][C:39]=3[CH:38]=2)=[O:36])[CH:32]=[C:31](Cl)[N:30]=1)[C:22]1[CH:27]=[CH:26][CH:25]=[CH:24][CH:23]=1, predict the reaction product. The product is: [CH2:21]([O:28][C:29]1[N:30]=[C:31]([N:17]2[CH2:18][CH2:19][CH:14]([N:10]3[CH2:9][CH2:8][C:7]4[CH:20]=[C:3]([O:2][CH3:1])[CH:4]=[CH:5][C:6]=4[NH:12][C:11]3=[O:13])[CH2:15][CH2:16]2)[CH:32]=[C:33]([C:35]([C:37]2[CH:47]=[C:46]([CH3:48])[C:40]3[N:41]([CH3:45])[C:42](=[O:44])[O:43][C:39]=3[CH:38]=2)=[O:36])[CH:34]=1)[C:22]1[CH:23]=[CH:24][CH:25]=[CH:26][CH:27]=1. (3) Given the reactants [NH2:1][C@H:2]([C:8]([NH:10][C@H:11]([C:16]([NH:18][C@H:19]([C:24]([NH:26][C@H:27]([C:33]([NH:35][C@H:36]([C:44]([NH:46][C@H:47]([C:55]([NH:57][C@H:58]([C:63](N[C@H](C(O)=O)C)=[O:64])[CH2:59][CH:60]([CH3:62])[CH3:61])=[O:56])[CH2:48][C:49]1[CH:54]=[CH:53][CH:52]=[CH:51][CH:50]=1)=[O:45])[CH2:37][C:38]1[CH:43]=[CH:42][CH:41]=[CH:40][CH:39]=1)=[O:34])[CH2:28][CH2:29][C:30](=[O:32])[OH:31])=[O:25])[CH2:20][C:21](=[O:23])[NH2:22])=[O:17])[CH2:12][C:13](=[O:15])[OH:14])=[O:9])[CH2:3][CH2:4][C:5](=[O:7])[OH:6].[NH2:71][C@H:72]([C:89](=[O:91])[NH2:90])[CH2:73][CH2:74][CH2:75][CH2:76][NH:77][C:78](=[O:88])[C:79]1[CH:84]=[CH:83][CH:82]=[C:81]([CH2:85][O:86][NH2:87])[CH:80]=1.C1N(CCO)CCN(CCS(O)(=O)=O)C1.Cl.[OH-].[Na+], predict the reaction product. The product is: [O:86]([CH2:85][C:81]1[CH:80]=[C:79]([CH:84]=[CH:83][CH:82]=1)[C:78]([NH:77][CH2:76][CH2:75][CH2:74][CH2:73][C@H:72]([NH:71][C:63](=[O:64])[C@H:58]([CH2:59][CH:60]([CH3:61])[CH3:62])[NH:57][C:55](=[O:56])[C@H:47]([CH2:48][C:49]1[CH:54]=[CH:53][CH:52]=[CH:51][CH:50]=1)[NH:46][C:44](=[O:45])[C@H:36]([CH2:37][C:38]1[CH:39]=[CH:40][CH:41]=[CH:42][CH:43]=1)[NH:35][C:33](=[O:34])[C@H:27]([CH2:28][CH2:29][C:30](=[O:31])[OH:32])[NH:26][C:24](=[O:25])[C@H:19]([CH2:20][C:21](=[O:23])[NH2:22])[NH:18][C:16](=[O:17])[C@H:11]([CH2:12][C:13](=[O:14])[OH:15])[NH:10][C:8](=[O:9])[C@H:2]([CH2:3][CH2:4][C:5](=[O:6])[OH:7])[NH2:1])[C:89]([NH2:90])=[O:91])=[O:88])[NH2:87]. (4) Given the reactants [CH3:1][C:2]1[NH:6][C:5]([C:7]([O:9][CH2:10][CH3:11])=[O:8])=[CH:4][CH:3]=1.[CH3:12][N:13](C=O)C.ClS(N=C=O)(=O)=O.C([O-])([O-])=O.[Na+].[Na+], predict the reaction product. The product is: [C:12]([C:3]1[CH:4]=[C:5]([C:7]([O:9][CH2:10][CH3:11])=[O:8])[NH:6][C:2]=1[CH3:1])#[N:13]. (5) Given the reactants [F:1][C:2]1[CH:7]=[CH:6][CH:5]=[CH:4][C:3]=1[C@H:8]([O:10][C:11](=[O:27])[NH:12][C:13]1[C:14]([CH3:26])=[N:15][O:16][C:17]=1[C:18]1[CH:23]=[CH:22][C:21]([CH2:24]Cl)=[CH:20][CH:19]=1)[CH3:9].[CH2:28]([O:30][C:31]([CH2:33][C:34]1[CH:39]=[CH:38][C:37](B(O)O)=[CH:36][CH:35]=1)=[O:32])[CH3:29], predict the reaction product. The product is: [CH2:28]([O:30][C:31](=[O:32])[CH2:33][C:34]1[CH:39]=[CH:38][C:37]([CH2:24][C:21]2[CH:22]=[CH:23][C:18]([C:17]3[O:16][N:15]=[C:14]([CH3:26])[C:13]=3[NH:12][C:11]([O:10][C@@H:8]([C:3]3[CH:4]=[CH:5][CH:6]=[CH:7][C:2]=3[F:1])[CH3:9])=[O:27])=[CH:19][CH:20]=2)=[CH:36][CH:35]=1)[CH3:29]. (6) Given the reactants [CH3:1][N:2]1[C:10]2[C:5](=[C:6]([O:15][CH3:16])[C:7]([O:13][CH3:14])=[C:8]([O:11][CH3:12])[CH:9]=2)[CH:4]=[C:3]1[C:17](OC)=[O:18].C1(C)C=CC=CC=1.C([Al]C(C)C)(C)C.O.O.O.O.O.O.O.O.O.O.S([O-])([O-])(=O)=O.[Na+].[Na+], predict the reaction product. The product is: [OH:18][CH2:17][C:3]1[N:2]([CH3:1])[C:10]2[C:5]([CH:4]=1)=[C:6]([O:15][CH3:16])[C:7]([O:13][CH3:14])=[C:8]([O:11][CH3:12])[CH:9]=2.